Dataset: Full USPTO retrosynthesis dataset with 1.9M reactions from patents (1976-2016). Task: Predict the reactants needed to synthesize the given product. (1) Given the product [N:24]1([C:31]2[CH:32]=[CH:33][C:34]([NH:37][C:21]([N:18]3[CH2:19][CH2:20][CH:15]([C:6]4[C:5]5[C:10](=[CH:11][C:12]([O:13][CH3:14])=[C:3]([O:2][CH3:1])[CH:4]=5)[N:9]=[CH:8][N:7]=4)[CH2:16][CH2:17]3)=[O:22])=[CH:35][CH:36]=2)[CH2:30][CH2:29][CH2:28][CH2:27][CH2:26][CH2:25]1, predict the reactants needed to synthesize it. The reactants are: [CH3:1][O:2][C:3]1[CH:4]=[C:5]2[C:10](=[CH:11][C:12]=1[O:13][CH3:14])[N:9]=[CH:8][N:7]=[C:6]2[CH:15]1[CH2:20][CH2:19][N:18]([C:21](Cl)=[O:22])[CH2:17][CH2:16]1.[N:24]1([C:31]2[CH:36]=[CH:35][C:34]([NH2:37])=[CH:33][CH:32]=2)[CH2:30][CH2:29][CH2:28][CH2:27][CH2:26][CH2:25]1.CCN(C(C)C)C(C)C. (2) Given the product [CH3:20][C:18]1[CH:17]=[CH:16][C:15]([S:21][C:22]2[CH:23]=[C:24]([OH:28])[CH:25]=[CH:26][CH:27]=2)=[C:14]([NH:13][C:2]2[C:3]3[C:8](=[N:7][C:6]([CH3:12])=[CH:5][CH:4]=3)[N:9]=[CH:10][CH:11]=2)[CH:19]=1, predict the reactants needed to synthesize it. The reactants are: Cl[C:2]1[CH:11]=[CH:10][N:9]=[C:8]2[C:3]=1[CH:4]=[CH:5][C:6]([CH3:12])=[N:7]2.[NH2:13][C:14]1[CH:19]=[C:18]([CH3:20])[CH:17]=[CH:16][C:15]=1[S:21][C:22]1[CH:23]=[C:24]([OH:28])[CH:25]=[CH:26][CH:27]=1. (3) Given the product [Cl:21][C:22]1[CH:23]=[C:24]([C:2]2[C:6]([CH3:7])=[C:5]([C:8]3[CH:9]=[CH:10][C:11]([OH:14])=[CH:12][CH:13]=3)[S:4][C:3]=2[CH:16]=[O:20])[CH:25]=[CH:26][C:27]=1[OH:28], predict the reactants needed to synthesize it. The reactants are: Br[C:2]1[C:6]([CH3:7])=[C:5]([C:8]2[CH:13]=[CH:12][C:11]([O:14]C)=[CH:10][CH:9]=2)[S:4][C:3]=1[CH:16]1[O:20]CCO1.[Cl:21][C:22]1[CH:23]=[C:24](B(O)O)[CH:25]=[CH:26][C:27]=1[O:28]C. (4) The reactants are: N1CCCCC1.C(P(C(C)(C)C)C1C=CC=CC=1C1C(C(C)C)=CC(C(C)C)=CC=1C(C)C)(C)(C)C.Br[C:38]1[CH:39]=[C:40]2[CH:46]=[CH:45][NH:44][C:41]2=[N:42][CH:43]=1.[C:47]([C:49]1[CH:55]=[CH:54][C:52]([NH2:53])=[CH:51][CH:50]=1)#[CH:48]. Given the product [NH:44]1[C:41]2=[N:42][CH:43]=[C:38]([C:48]#[C:47][C:49]3[CH:55]=[CH:54][C:52]([NH2:53])=[CH:51][CH:50]=3)[CH:39]=[C:40]2[CH:46]=[CH:45]1, predict the reactants needed to synthesize it. (5) Given the product [CH3:24][O:23][C:7]1[CH:6]=[C:5]([C:58](=[O:57])[NH:59][CH2:40][CH2:39][N:41]2[CH2:42][CH2:44][CH2:47][CH2:45]2)[CH:10]=[CH:9][C:8]=1[NH:11][C:12]1[N:17]=[C:16]([NH:25][C:26]2[CH:27]=[CH:28][N:29]3[CH2:34][CH2:33][N:32]([CH2:35][CH3:36])[C:31](=[O:37])[C:30]=23)[C:15]([C:19]([F:22])([F:20])[F:21])=[CH:14][N:13]=1, predict the reactants needed to synthesize it. The reactants are: C(N[C:5]1[CH:10]=[CH:9][C:8]([NH:11][C:12]2[N:17]=[C:16](Cl)[C:15]([C:19]([F:22])([F:21])[F:20])=[CH:14][N:13]=2)=[C:7]([O:23][CH3:24])[CH:6]=1)(O)=O.[NH2:25][C:26]1[CH:27]=[CH:28][N:29]2[CH2:34][CH2:33][N:32]([CH2:35][CH3:36])[C:31](=[O:37])[C:30]=12.Cl.[CH2:39]([N:41]([CH:45]([CH3:47])C)[CH:42]([CH3:44])C)[CH3:40].N1([O:57][C:58](N(C)C)=[N+:59](C)C)C2C=CC=CC=2N=N1.F[B-](F)(F)F.NCCN1CCCC1.